This data is from Forward reaction prediction with 1.9M reactions from USPTO patents (1976-2016). The task is: Predict the product of the given reaction. (1) The product is: [S:1]1[C:9]2[C:4](=[N:5][CH:6]=[CH:7][C:8]=2[CH2:10][C:11]([NH2:15])=[O:13])[CH:3]=[CH:2]1. Given the reactants [S:1]1[C:9]2[C:4](=[N:5][CH:6]=[CH:7][C:8]=2[CH2:10][C:11]([OH:13])=O)[CH:3]=[CH:2]1.[Cl-].[NH4+:15].N, predict the reaction product. (2) Given the reactants [Cl:1][C:2]1[CH:17]=[C:16]([N+:18]([O-])=O)[CH:15]=[CH:14][C:3]=1[O:4][C:5]1[C:6]2[N:7]([N:11]=[CH:12][CH:13]=2)[CH:8]=[CH:9][CH:10]=1.[Cl-].[Ca+2].[Cl-].O, predict the reaction product. The product is: [Cl:1][C:2]1[CH:17]=[C:16]([CH:15]=[CH:14][C:3]=1[O:4][C:5]1[C:6]2[N:7]([N:11]=[CH:12][CH:13]=2)[CH:8]=[CH:9][CH:10]=1)[NH2:18]. (3) Given the reactants [CH3:1][C:2]1([CH3:35])[CH2:6][C:5]2[C:7]([CH2:11][N:12]3[CH2:34][CH2:33][C:15]4([CH2:20][CH2:19][N:18]([C:21]([C:23]5[CH:28]=[CH:27][N:26]=[CH:25][C:24]=5[CH2:29][C:30](O)=[O:31])=[O:22])[CH2:17][CH2:16]4)[CH2:14][CH2:13]3)=[CH:8][CH:9]=[CH:10][C:4]=2[O:3]1.CN(C(O[N:51]1N=[N:51][C:46]2[CH:47]=[CH:48][CH:48]=[CH:47][C:46]1=2)=[N+](C)C)C.F[P-](F)(F)(F)(F)F.C1(N)CC1.C(N(CC)CC)C, predict the reaction product. The product is: [CH:46]1([NH:51][C:30](=[O:31])[CH2:29][C:24]2[CH:25]=[N:26][CH:27]=[CH:28][C:23]=2[C:21]([N:18]2[CH2:17][CH2:16][C:15]3([CH2:14][CH2:13][N:12]([CH2:11][C:7]4[C:5]5[CH2:6][C:2]([CH3:1])([CH3:35])[O:3][C:4]=5[CH:10]=[CH:9][CH:8]=4)[CH2:34][CH2:33]3)[CH2:20][CH2:19]2)=[O:22])[CH2:48][CH2:47]1. (4) Given the reactants [C:1]([N:8]1[CH:12]=[CH:11][CH:10]=[C:9]1B(O)O)([O:3][C:4]([CH3:7])([CH3:6])[CH3:5])=[O:2].Br[C:17]1[CH:18]=[C:19]([CH:21]=[CH:22][CH:23]=1)[NH2:20].[O-]P([O-])([O-])=O.[K+].[K+].[K+].C1(P(C2CCCCC2)C2CCCCC2)CCCCC1, predict the reaction product. The product is: [C:4]([O:3][C:1]([N:8]1[CH:12]=[CH:11][CH:10]=[C:9]1[C:17]1[CH:23]=[CH:22][CH:21]=[C:19]([NH2:20])[CH:18]=1)=[O:2])([CH3:7])([CH3:6])[CH3:5]. (5) Given the reactants [CH2:1]([N:8]1[C:17]2[C:12](=[C:13]([C:18]3[CH:23]=[CH:22][C:21]([CH3:24])=[CH:20][C:19]=3[CH3:25])[CH:14]=[CH:15][CH:16]=2)[C:11](=[O:26])[C:10]([CH2:27][OH:28])=[N:9]1)[C:2]1[CH:7]=[CH:6][CH:5]=[CH:4][CH:3]=1.CC(OI1(OC(C)=O)(OC(C)=O)OC(=O)C2C=CC=CC1=2)=O, predict the reaction product. The product is: [CH2:1]([N:8]1[C:17]2[C:12](=[C:13]([C:18]3[CH:23]=[CH:22][C:21]([CH3:24])=[CH:20][C:19]=3[CH3:25])[CH:14]=[CH:15][CH:16]=2)[C:11](=[O:26])[C:10]([CH:27]=[O:28])=[N:9]1)[C:2]1[CH:7]=[CH:6][CH:5]=[CH:4][CH:3]=1. (6) Given the reactants [CH:1]1([CH2:4][O:5][C:6]2[CH:11]=[C:10]([CH3:12])[C:9]([N+:13]([O-])=O)=[CH:8][C:7]=2[C:16]2[C:17]3[CH:26]=[CH:25][N:24]([S:27]([C:30]4[CH:36]=[CH:35][C:33]([CH3:34])=[CH:32][CH:31]=4)(=[O:29])=[O:28])[C:18]=3[C:19](=[O:23])[N:20]([CH3:22])[CH:21]=2)[CH2:3][CH2:2]1.CN1C=C(C2C=C([N+]([O-])=O)C=CC=2OC2C=CC=CC=2)C2C=CNC=2C1=O, predict the reaction product. The product is: [NH2:13][C:9]1[C:10]([CH3:12])=[CH:11][C:6]([O:5][CH2:4][CH:1]2[CH2:3][CH2:2]2)=[C:7]([C:16]2[C:17]3[CH:26]=[CH:25][N:24]([S:27]([C:30]4[CH:36]=[CH:35][C:33]([CH3:34])=[CH:32][CH:31]=4)(=[O:29])=[O:28])[C:18]=3[C:19](=[O:23])[N:20]([CH3:22])[CH:21]=2)[CH:8]=1. (7) Given the reactants [NH2:1][C:2]1[CH:16]=[CH:15][C:5]([O:6][C:7]2[CH:12]=[CH:11][N:10]=[C:9]([C:13]#[N:14])[CH:8]=2)=[CH:4][CH:3]=1.[Cl:17][C:18]1[CH:23]=[C:22](Cl)[N:21]=[C:20]([NH2:25])[N:19]=1.O, predict the reaction product. The product is: [NH2:25][C:20]1[N:21]=[C:22]([NH:1][C:2]2[CH:16]=[CH:15][C:5]([O:6][C:7]3[CH:12]=[CH:11][N:10]=[C:9]([C:13]#[N:14])[CH:8]=3)=[CH:4][CH:3]=2)[CH:23]=[C:18]([Cl:17])[N:19]=1. (8) Given the reactants [Cl:1][C:2]1[CH:24]=[CH:23][C:5]([CH2:6][S:7]([NH:10][C:11]2[C:12](=[O:22])[N:13]([CH2:18][CH2:19][CH2:20]O)[C:14]([CH3:17])=[CH:15][CH:16]=2)(=[O:9])=[O:8])=[CH:4][CH:3]=1.C1(P(C2C=CC=CC=2)C2C=CC=CC=2)C=CC=CC=1.C(Br)(Br)(Br)[Br:45], predict the reaction product. The product is: [Cl:1][C:2]1[CH:24]=[CH:23][C:5]([CH2:6][S:7]([NH:10][C:11]2[C:12](=[O:22])[N:13]([CH2:18][CH2:19][CH2:20][Br:45])[C:14]([CH3:17])=[CH:15][CH:16]=2)(=[O:9])=[O:8])=[CH:4][CH:3]=1.